This data is from Full USPTO retrosynthesis dataset with 1.9M reactions from patents (1976-2016). The task is: Predict the reactants needed to synthesize the given product. Given the product [CH3:1][O:2][C:3]1[CH:4]=[C:5]2[C:10](=[CH:11][C:12]=1[O:13][CH3:14])[N:9]=[CH:8][CH:7]=[C:6]2[O:15][C:16]1[CH:22]=[CH:21][C:19]([NH:20][C:41]([C:28]2[C:27]([O:26][CH2:24][CH3:25])=[CH:31][N:30]([C:32]3[CH:37]=[CH:36][CH:35]=[C:34]([N+:38]([O-:40])=[O:39])[CH:33]=3)[N:29]=2)=[O:42])=[CH:18][C:17]=1[F:23], predict the reactants needed to synthesize it. The reactants are: [CH3:1][O:2][C:3]1[CH:4]=[C:5]2[C:10](=[CH:11][C:12]=1[O:13][CH3:14])[N:9]=[CH:8][CH:7]=[C:6]2[O:15][C:16]1[CH:22]=[CH:21][C:19]([NH2:20])=[CH:18][C:17]=1[F:23].[CH2:24]([O:26][C:27]1[C:28]([C:41](Cl)=[O:42])=[N:29][N:30]([C:32]2[CH:37]=[CH:36][CH:35]=[C:34]([N+:38]([O-:40])=[O:39])[CH:33]=2)[CH:31]=1)[CH3:25].